From a dataset of Forward reaction prediction with 1.9M reactions from USPTO patents (1976-2016). Predict the product of the given reaction. (1) Given the reactants Cl.C(OC([N:9]1[CH2:14][CH2:13][C@H:12]([O:15][C:16]2[CH:21]=[CH:20][CH:19]=[C:18]([NH:22][C:23](=[O:32])[C:24]3[CH:29]=[CH:28][C:27]([F:30])=[CH:26][C:25]=3[Cl:31])[CH:17]=2)[CH2:11][C@@H:10]1[CH3:33])=O)(C)(C)C, predict the reaction product. The product is: [Cl:31][C:25]1[CH:26]=[C:27]([F:30])[CH:28]=[CH:29][C:24]=1[C:23]([NH:22][C:18]1[CH:19]=[CH:20][CH:21]=[C:16]([O:15][C@H:12]2[CH2:13][CH2:14][NH:9][C@@H:10]([CH3:33])[CH2:11]2)[CH:17]=1)=[O:32]. (2) The product is: [CH2:1]([C:9]1([N:8]([CH3:31])[CH3:7])[CH2:14][CH2:13][CH:12]([CH:15]([O:23][CH:24]([O:26][CH2:27][CH3:28])[CH3:25])[CH2:16][C:17]2[CH:22]=[CH:21][CH:20]=[CH:19][CH:18]=2)[CH2:11][CH2:10]1)[CH2:2][CH2:3][CH3:4]. Given the reactants [CH2:1]([Mg]Cl)[CH2:2][CH2:3][CH3:4].[CH3:7][N:8]([CH3:31])[C:9]1(C#N)[CH2:14][CH2:13][CH:12]([CH:15]([O:23][CH:24]([O:26][CH2:27][CH3:28])[CH3:25])[CH2:16][C:17]2[CH:22]=[CH:21][CH:20]=[CH:19][CH:18]=2)[CH2:11][CH2:10]1.O.[Cl-].[NH4+], predict the reaction product. (3) Given the reactants Cl[C:2]1[N:7]=[C:6]([NH:8][C@H:9]([CH2:13][CH3:14])[C:10]([NH2:12])=[O:11])[CH:5]=[N:4][C:3]=1[C:15]#[N:16].[NH2:17][C:18]1[CH:19]=[C:20]2[C:25](=[CH:26][CH:27]=1)[NH:24][C:23](=[O:28])[CH2:22][CH2:21]2.C([O-])([O-])=O.[K+].[K+].C1C=CC(P(C2C(C3C(P(C4C=CC=CC=4)C4C=CC=CC=4)=CC=C4C=3C=CC=C4)=C3C(C=CC=C3)=CC=2)C2C=CC=CC=2)=CC=1, predict the reaction product. The product is: [C:15]([C:3]1[N:4]=[CH:5][C:6]([NH:8][C@H:9]([CH2:13][CH3:14])[C:10]([NH2:12])=[O:11])=[N:7][C:2]=1[NH:17][C:18]1[CH:19]=[C:20]2[C:25](=[CH:26][CH:27]=1)[NH:24][C:23](=[O:28])[CH2:22][CH2:21]2)#[N:16]. (4) Given the reactants [CH2:1]([O:3][C:4](=[O:22])[CH2:5][C:6]1[CH:11]=[C:10](B2OC(C)(C)C(C)(C)O2)[CH:9]=[C:8]([Cl:21])[CH:7]=1)[CH3:2].Br[C:24]1[CH:31]=[CH:30][C:29]([C:32]([F:35])([F:34])[F:33])=[CH:28][C:25]=1[CH:26]=[O:27], predict the reaction product. The product is: [CH2:1]([O:3][C:4](=[O:22])[CH2:5][C:6]1[CH:11]=[C:10]([C:24]2[CH:31]=[CH:30][C:29]([C:32]([F:35])([F:34])[F:33])=[CH:28][C:25]=2[CH:26]=[O:27])[CH:9]=[C:8]([Cl:21])[CH:7]=1)[CH3:2]. (5) Given the reactants [C:1]1(C2C=NC(=O)C(=O)C=2C2C=CC=CC=2)C=CC=C[CH:2]=1.C1OCCOCCOCCOCCOCCOC1.[NH2:39][C@H:40]([CH2:47][C:48]([OH:50])=[O:49])[C:41]1[CH:46]=[CH:45][CH:44]=[CH:43][CH:42]=1, predict the reaction product. The product is: [CH2:1]([O:49][C:48](=[O:50])[CH2:47][C@H:40]([C:41]1[CH:46]=[CH:45][CH:44]=[CH:43][CH:42]=1)[NH2:39])[CH3:2].